From a dataset of Forward reaction prediction with 1.9M reactions from USPTO patents (1976-2016). Predict the product of the given reaction. Given the reactants [C:1]([OH:12])(=[O:11])[C:2]1[CH:10]=[C:8]([OH:9])[C:6]([OH:7])=[C:4]([OH:5])[CH:3]=1.[C:13]1([C:21]2[CH:26]=[CH:25][CH:24]=[CH:23][CH:22]=2)[C:14](O)=[CH:15][CH:16]=[C:17]([OH:19])[CH:18]=1, predict the reaction product. The product is: [OH:5][C:4]1[CH:3]=[C:2]([CH:10]=[C:8]([OH:9])[C:6]=1[OH:7])[C:1]([O:12][C:14]1[CH:15]=[CH:16][C:17]([O:19][C:1](=[O:11])[C:2]2[CH:10]=[C:8]([OH:9])[C:6]([OH:7])=[C:4]([OH:5])[CH:3]=2)=[CH:18][C:13]=1[C:21]1[CH:26]=[CH:25][CH:24]=[CH:23][CH:22]=1)=[O:11].